Dataset: Catalyst prediction with 721,799 reactions and 888 catalyst types from USPTO. Task: Predict which catalyst facilitates the given reaction. (1) Reactant: [C:1]([NH:4][C:5]([OH:7])=[O:6])([OH:3])=[O:2].[C:8]([O:12][C:13]([NH:15][C:16]1[C:17]([C:36]2[CH:44]=[CH:43][C:39]([C:40]([O-:42])=[O:41])=[C:38]([F:45])[CH:37]=2)=[N:18][C:19]([CH:22]2[CH2:27][CH2:26][C:25]([O:28][Si](CC)(CC)CC)=[CH:24][CH2:23]2)=[CH:20][N:21]=1)=[O:14])([CH3:11])([CH3:10])[CH3:9].[B-](F)(F)(F)[F:47].[B-](F)(F)(F)F.C1[N+]2(CCl)CC[N+](F)(CC2)C1. Product: [C:1]([NH:4][C:5]([OH:7])=[O:6])([OH:3])=[O:2].[C:8]([O:12][C:13]([NH:15][C:16]1[C:17]([C:36]2[CH:44]=[CH:43][C:39]([C:40]([O-:42])=[O:41])=[C:38]([F:45])[CH:37]=2)=[N:18][C:19]([CH:22]2[CH2:23][CH2:24][C:25](=[O:28])[CH:26]([F:47])[CH2:27]2)=[CH:20][N:21]=1)=[O:14])([CH3:9])([CH3:11])[CH3:10]. The catalyst class is: 10. (2) Reactant: [C:1]([O:5][C:6]([N:8]1[C:12](=[O:13])[CH:11]=[CH:10][CH:9]1[C:14]([CH3:22])([CH3:21])[O:15][SiH2:16][C:17]([CH3:20])([CH3:19])[CH3:18])=[O:7])([CH3:4])([CH3:3])[CH3:2].[CH:23]1[CH2:27][CH:26]=[CH:25][CH:24]=1. Product: [C:1]([O:5][C:6]([N:8]1[C:12](=[O:13])[CH:11]2[CH:10]([CH:27]3[CH2:26][CH:25]2[CH:24]=[CH:23]3)[CH:9]1[C:14]([CH3:22])([CH3:21])[O:15][SiH2:16][C:17]([CH3:20])([CH3:19])[CH3:18])=[O:7])([CH3:4])([CH3:3])[CH3:2]. The catalyst class is: 11.